From a dataset of CYP3A4 inhibition data for predicting drug metabolism from PubChem BioAssay. Regression/Classification. Given a drug SMILES string, predict its absorption, distribution, metabolism, or excretion properties. Task type varies by dataset: regression for continuous measurements (e.g., permeability, clearance, half-life) or binary classification for categorical outcomes (e.g., BBB penetration, CYP inhibition). Dataset: cyp3a4_veith. (1) The drug is C/C(CCC(=O)OC[C@@H]1O[C@H](C#Cc2ccccc2)C=C[C@@H]1Oc1ccc(C)cc1)=N/OC[C@@H](O)COCc1ccco1. The result is 1 (inhibitor). (2) The molecule is CC[N@+]1(C)CCC[C@@H](OC(=O)C(O)(c2ccccc2)c2ccccc2)C1. The result is 0 (non-inhibitor). (3) The result is 1 (inhibitor). The compound is CCSc1nc2c(c(=O)[nH]1)C(c1ccncc1)C(C(=O)OC(C)C)=C(C)N2.